The task is: Regression. Given a peptide amino acid sequence and an MHC pseudo amino acid sequence, predict their binding affinity value. This is MHC class I binding data.. This data is from Peptide-MHC class I binding affinity with 185,985 pairs from IEDB/IMGT. The peptide sequence is FPRSAERAG. The MHC is HLA-B15:01 with pseudo-sequence HLA-B15:01. The binding affinity (normalized) is 0.0847.